Dataset: Human liver microsome stability data. Task: Regression/Classification. Given a drug SMILES string, predict its absorption, distribution, metabolism, or excretion properties. Task type varies by dataset: regression for continuous measurements (e.g., permeability, clearance, half-life) or binary classification for categorical outcomes (e.g., BBB penetration, CYP inhibition). Dataset: hlm. (1) The molecule is Cc1c2c(n3c1CCCNC[C@H](C)Nc1cc-3ccc1C(N)=O)CC(C)(C)CC2=O. The result is 1 (stable in human liver microsomes). (2) The compound is COC(=O)c1cc(N)c(Nc2ccc(C#N)cc2)cc1Oc1c(C)cc(C=CC#N)cc1C. The result is 0 (unstable in human liver microsomes). (3) The compound is ON=C(NC1CCCCC1)c1ccccc1Oc1ccccc1. The result is 0 (unstable in human liver microsomes). (4) The molecule is CCC(C)(C)c1nn(CCC(C)C)c(=O)c(C2=NS(=O)(=O)c3cc(NS(C)(=O)=O)ccc3N2)c1O. The result is 1 (stable in human liver microsomes).